From a dataset of Retrosynthesis with 50K atom-mapped reactions and 10 reaction types from USPTO. Predict the reactants needed to synthesize the given product. The reactants are: COC(=O)Oc1cc(Nc2ncnc3cc([N+](=O)[O-])c(OC)cc23)c(F)cc1C. Given the product COC(=O)Oc1cc(Nc2ncnc3cc(N)c(OC)cc23)c(F)cc1C, predict the reactants needed to synthesize it.